Task: Predict the product of the given reaction.. Dataset: Forward reaction prediction with 1.9M reactions from USPTO patents (1976-2016) (1) Given the reactants [Cl:1][C:2]1[CH:22]=[CH:21][C:5]([CH2:6][C:7]2[C:8]([CH3:20])=[C:9]([CH3:19])[C:10]([CH:17]=C)=[C:11]([CH:16]=2)[C:12]([O:14][CH3:15])=[O:13])=[CH:4][CH:3]=1.CC(C)=[O:25].C(#N)C.I([O-])(=O)(=O)=O.[Na+], predict the reaction product. The product is: [Cl:1][C:2]1[CH:3]=[CH:4][C:5]([CH2:6][C:7]2[C:8]([CH3:20])=[C:9]([CH3:19])[C:10]([CH:17]=[O:25])=[C:11]([CH:16]=2)[C:12]([O:14][CH3:15])=[O:13])=[CH:21][CH:22]=1. (2) Given the reactants [CH2:1]([O:3][C:4]([C:6]1[CH:7]=[N:8][N:9]([C:11]2[N:15](COCCOC)[C:14]3[CH:22]=[C:23]([S:27]([CH:30]([CH3:32])[CH3:31])(=[O:29])=[O:28])[C:24]([Cl:26])=[CH:25][C:13]=3[N:12]=2)[CH:10]=1)=[O:5])[CH3:2].Cl.C(OCC)C, predict the reaction product. The product is: [CH2:1]([O:3][C:4]([C:6]1[CH:7]=[N:8][N:9]([C:11]2[NH:15][C:14]3[CH:22]=[C:23]([S:27]([CH:30]([CH3:31])[CH3:32])(=[O:29])=[O:28])[C:24]([Cl:26])=[CH:25][C:13]=3[N:12]=2)[CH:10]=1)=[O:5])[CH3:2]. (3) Given the reactants Cl.[Cl:2][C:3]1[CH:4]=[C:5]([C:9]2[CH2:10][CH2:11][NH:12][CH2:13][CH:14]=2)[CH:6]=[CH:7][CH:8]=1.Br[C:16]1[S:17][C:18]([C:21]2[N:22]=[N:23][N:24]([CH2:26][C:27]([O:29][C:30]([CH3:33])([CH3:32])[CH3:31])=[O:28])[N:25]=2)=[CH:19][N:20]=1.CN1C(=O)CCC1.CCN(C(C)C)C(C)C, predict the reaction product. The product is: [Cl:2][C:3]1[CH:4]=[C:5]([C:9]2[CH2:14][CH2:13][N:12]([C:16]3[S:17][C:18]([C:21]4[N:22]=[N:23][N:24]([CH2:26][C:27]([O:29][C:30]([CH3:33])([CH3:32])[CH3:31])=[O:28])[N:25]=4)=[CH:19][N:20]=3)[CH2:11][CH:10]=2)[CH:6]=[CH:7][CH:8]=1. (4) Given the reactants [Cl:1][C:2]1[CH:3]=[C:4]([CH:8]=[CH:9][C:10]=1[CH:11]([CH3:25])[C:12]([C:18]1[CH:23]=[CH:22][N:21]=[C:20]([Cl:24])[CH:19]=1)([OH:17])[C:13]([F:16])([F:15])[F:14])[C:5](O)=[O:6].[CH3:26][O:27][C:28](=[O:36])[C:29]1[CH:34]=[CH:33][C:32]([NH2:35])=[CH:31][CH:30]=1.CN1CCOCC1.CN(C(ON1N=NC2C=CC=CC1=2)=[N+](C)C)C.F[P-](F)(F)(F)(F)F, predict the reaction product. The product is: [CH3:26][O:27][C:28](=[O:36])[C:29]1[CH:34]=[CH:33][C:32]([NH:35][C:5](=[O:6])[C:4]2[CH:8]=[CH:9][C:10]([CH:11]([CH3:25])[C:12]([C:18]3[CH:23]=[CH:22][N:21]=[C:20]([Cl:24])[CH:19]=3)([OH:17])[C:13]([F:16])([F:14])[F:15])=[C:2]([Cl:1])[CH:3]=2)=[CH:31][CH:30]=1. (5) The product is: [Si:1]([O:8][CH2:9][C:10]1[N:15]=[CH:14][C:13]2[N:16]=[CH:17][N:18]([C:19]3[S:23][C:22]([C:24]([NH2:38])=[O:26])=[C:21]([O:28][CH:29]([C:31]4[CH:36]=[CH:35][CH:34]=[CH:33][C:32]=4[F:37])[CH3:30])[CH:20]=3)[C:12]=2[CH:11]=1)([C:4]([CH3:7])([CH3:5])[CH3:6])([CH3:3])[CH3:2]. Given the reactants [Si:1]([O:8][CH2:9][C:10]1[N:15]=[CH:14][C:13]2[N:16]=[CH:17][N:18]([C:19]3[S:23][C:22]([C:24]([O:26]C)=O)=[C:21]([O:28][CH:29]([C:31]4[CH:36]=[CH:35][CH:34]=[CH:33][C:32]=4[F:37])[CH3:30])[CH:20]=3)[C:12]=2[CH:11]=1)([C:4]([CH3:7])([CH3:6])[CH3:5])([CH3:3])[CH3:2].[NH3:38], predict the reaction product. (6) Given the reactants [CH3:1][O:2][C:3]1[CH:4]=[C:5]([NH:11][CH2:12][C:13]2[CH:21]=[CH:20][C:16]([C:17]([OH:19])=O)=[CH:15][CH:14]=2)[CH:6]=[CH:7][C:8]=1[O:9][CH3:10].Cl.Cl.[NH2:24][C:25]1[C:29]([NH2:30])=[CH:28][S:27][CH:26]=1.F[P-](F)(F)(F)(F)F.N1(O[P+](N(C)C)(N(C)C)N(C)C)C2C=CC=CC=2N=N1.C(N(CC)CC)C, predict the reaction product. The product is: [NH2:30][C:29]1[C:25]([NH:24][C:17](=[O:19])[C:16]2[CH:15]=[CH:14][C:13]([CH2:12][NH:11][C:5]3[CH:6]=[CH:7][C:8]([O:9][CH3:10])=[C:3]([O:2][CH3:1])[CH:4]=3)=[CH:21][CH:20]=2)=[CH:26][S:27][CH:28]=1. (7) Given the reactants P(Cl)(Cl)(Cl)=O.[Br:6][C:7]1[CH:12]=[CH:11][C:10]([N:13]2[C:17]([CH3:18])=[CH:16][C:15]([CH3:19])=[N:14]2)=[CH:9][CH:8]=1.CN([CH:23]=[O:24])C, predict the reaction product. The product is: [Br:6][C:7]1[CH:8]=[CH:9][C:10]([N:13]2[C:17]([CH3:18])=[C:16]([CH:23]=[O:24])[C:15]([CH3:19])=[N:14]2)=[CH:11][CH:12]=1.